Task: Regression. Given two drug SMILES strings and cell line genomic features, predict the synergy score measuring deviation from expected non-interaction effect.. Dataset: NCI-60 drug combinations with 297,098 pairs across 59 cell lines (1) Drug 1: CCC(=C(C1=CC=CC=C1)C2=CC=C(C=C2)OCCN(C)C)C3=CC=CC=C3.C(C(=O)O)C(CC(=O)O)(C(=O)O)O. Drug 2: C1C(C(OC1N2C=NC3=C2NC=NCC3O)CO)O. Cell line: SR. Synergy scores: CSS=3.57, Synergy_ZIP=1.05, Synergy_Bliss=4.58, Synergy_Loewe=0.580, Synergy_HSA=0.893. (2) Drug 1: CC(CN1CC(=O)NC(=O)C1)N2CC(=O)NC(=O)C2. Drug 2: CCN(CC)CCCC(C)NC1=C2C=C(C=CC2=NC3=C1C=CC(=C3)Cl)OC. Cell line: UACC-257. Synergy scores: CSS=8.95, Synergy_ZIP=-1.74, Synergy_Bliss=2.57, Synergy_Loewe=0.375, Synergy_HSA=1.79. (3) Drug 1: CC1C(C(=O)NC(C(=O)N2CCCC2C(=O)N(CC(=O)N(C(C(=O)O1)C(C)C)C)C)C(C)C)NC(=O)C3=C4C(=C(C=C3)C)OC5=C(C(=O)C(=C(C5=N4)C(=O)NC6C(OC(=O)C(N(C(=O)CN(C(=O)C7CCCN7C(=O)C(NC6=O)C(C)C)C)C)C(C)C)C)N)C. Drug 2: CC1=C(C=C(C=C1)NC(=O)C2=CC=C(C=C2)CN3CCN(CC3)C)NC4=NC=CC(=N4)C5=CN=CC=C5. Cell line: HCT116. Synergy scores: CSS=40.1, Synergy_ZIP=34.5, Synergy_Bliss=34.9, Synergy_Loewe=18.4, Synergy_HSA=18.8. (4) Drug 1: C1CCC(C1)C(CC#N)N2C=C(C=N2)C3=C4C=CNC4=NC=N3. Drug 2: CNC(=O)C1=CC=CC=C1SC2=CC3=C(C=C2)C(=NN3)C=CC4=CC=CC=N4. Cell line: SF-268. Synergy scores: CSS=3.50, Synergy_ZIP=2.59, Synergy_Bliss=9.01, Synergy_Loewe=-0.602, Synergy_HSA=3.88. (5) Drug 2: CCCS(=O)(=O)NC1=C(C(=C(C=C1)F)C(=O)C2=CNC3=C2C=C(C=N3)C4=CC=C(C=C4)Cl)F. Cell line: MALME-3M. Synergy scores: CSS=63.9, Synergy_ZIP=7.92, Synergy_Bliss=6.53, Synergy_Loewe=-17.3, Synergy_HSA=6.45. Drug 1: CS(=O)(=O)C1=CC(=C(C=C1)C(=O)NC2=CC(=C(C=C2)Cl)C3=CC=CC=N3)Cl. (6) Drug 1: C1=NC2=C(N1)C(=S)N=C(N2)N. Drug 2: C1C(C(OC1N2C=NC3=C2NC=NCC3O)CO)O. Cell line: ACHN. Synergy scores: CSS=45.3, Synergy_ZIP=-4.53, Synergy_Bliss=-5.41, Synergy_Loewe=-17.1, Synergy_HSA=-3.25. (7) Drug 1: C1CC(C1)(C(=O)O)C(=O)O.[NH2-].[NH2-].[Pt+2]. Drug 2: CN1C(=O)N2C=NC(=C2N=N1)C(=O)N. Cell line: COLO 205. Synergy scores: CSS=9.88, Synergy_ZIP=-1.75, Synergy_Bliss=0.831, Synergy_Loewe=-5.52, Synergy_HSA=-1.28. (8) Cell line: CAKI-1. Drug 2: C1C(C(OC1N2C=NC3=C2NC=NCC3O)CO)O. Drug 1: C1=CC(=CC=C1CCC2=CNC3=C2C(=O)NC(=N3)N)C(=O)NC(CCC(=O)O)C(=O)O. Synergy scores: CSS=11.1, Synergy_ZIP=-7.93, Synergy_Bliss=-6.62, Synergy_Loewe=-5.88, Synergy_HSA=-2.67. (9) Drug 1: C1=CC(=CC=C1CCCC(=O)O)N(CCCl)CCCl. Drug 2: COC1=NC(=NC2=C1N=CN2C3C(C(C(O3)CO)O)O)N. Cell line: OVCAR-4. Synergy scores: CSS=-1.72, Synergy_ZIP=1.90, Synergy_Bliss=-0.525, Synergy_Loewe=-4.65, Synergy_HSA=-3.90. (10) Drug 1: C1=CC(=CC=C1C#N)C(C2=CC=C(C=C2)C#N)N3C=NC=N3. Drug 2: CC(C)NC(=O)C1=CC=C(C=C1)CNNC.Cl. Cell line: M14. Synergy scores: CSS=-0.992, Synergy_ZIP=1.12, Synergy_Bliss=0.886, Synergy_Loewe=-4.64, Synergy_HSA=-4.92.